From a dataset of Reaction yield outcomes from USPTO patents with 853,638 reactions. Predict the reaction yield, written as a fraction of the theoretical maximum amount of product (1.0 means a 100% yield; for example, 0.34 means a 34% yield). (1) The reactants are Cl[C:2]1[N:7]=[C:6]([C:8]2[N:12]3[CH:13]=[CH:14][CH:15]=[CH:16][C:11]3=[N:10][C:9]=2[C:17]2[CH:18]=[C:19]([CH:31]=[CH:32][CH:33]=2)[C:20]([NH:22][C:23]2[C:28]([F:29])=[CH:27][CH:26]=[CH:25][C:24]=2[F:30])=[O:21])[CH:5]=[CH:4][N:3]=1.[CH3:34][O:35][C:36]1[CH:42]=[C:41]([CH:43]2[CH2:48][CH2:47][N:46]([CH2:49][CH2:50][CH3:51])[CH2:45][CH2:44]2)[CH:40]=[CH:39][C:37]=1[NH2:38].C1(C)C=CC(S(O)(=O)=O)=CC=1.C[O-].[Na+]. The catalyst is C(Cl)Cl.CC(O)C. The product is [F:30][C:24]1[CH:25]=[CH:26][CH:27]=[C:28]([F:29])[C:23]=1[NH:22][C:20](=[O:21])[C:19]1[CH:31]=[CH:32][CH:33]=[C:17]([C:9]2[N:10]=[C:11]3[CH:16]=[CH:15][CH:14]=[CH:13][N:12]3[C:8]=2[C:6]2[CH:5]=[CH:4][N:3]=[C:2]([NH:38][C:37]3[CH:39]=[CH:40][C:41]([CH:43]4[CH2:44][CH2:45][N:46]([CH2:49][CH2:50][CH3:51])[CH2:47][CH2:48]4)=[CH:42][C:36]=3[O:35][CH3:34])[N:7]=2)[CH:18]=1. The yield is 0.800. (2) The reactants are [C:1]([C:5]1[NH:22][C:8]2=[C:9]3[C:14](=[C:15]4[CH:20]=[C:19]([F:21])[CH:18]=[CH:17][C:16]4=[C:7]2[N:6]=1)[CH:13]=[N:12][CH:11]=[CH:10]3)([CH3:4])([CH3:3])[CH3:2].ClC1C=CC=C(C(OO)=[O:31])C=1. The catalyst is C(Cl)Cl.CO. The product is [C:1]([C:5]1[NH:22][C:8]2=[C:9]3[C:14](=[C:15]4[CH:20]=[C:19]([F:21])[CH:18]=[CH:17][C:16]4=[C:7]2[N:6]=1)[CH:13]=[N+:12]([O-:31])[CH:11]=[CH:10]3)([CH3:4])([CH3:2])[CH3:3]. The yield is 0.720. (3) The reactants are [Li][CH2:2][CH2:3][CH2:4][CH3:5].CC1[O:8][CH:9]=[CH:10][CH:11]=1.C1[O:14]C1. The catalyst is C1COCC1. The product is [CH3:5][C:4]1[O:8][C:9]([CH2:10][CH2:11][OH:14])=[CH:2][CH:3]=1. The yield is 0.720. (4) The reactants are [Cl:1][C:2]1[CH:29]=[C:28]([F:30])[C:27]([F:31])=[CH:26][C:3]=1[C:4]([NH:6][C:7](=[O:25])[NH:8][C:9]1[CH:18]=[CH:17][C:12]([C:13]([O:15]C)=[O:14])=[CH:11][C:10]=1[CH:19]=[CH:20][C:21]([O:23][CH3:24])=[O:22])=[O:5].O.[OH-].[Li+].Cl. The catalyst is C1COCC1. The product is [Cl:1][C:2]1[CH:29]=[C:28]([F:30])[C:27]([F:31])=[CH:26][C:3]=1[C:4]([NH:6][C:7](=[O:25])[NH:8][C:9]1[CH:18]=[CH:17][C:12]([C:13]([OH:15])=[O:14])=[CH:11][C:10]=1[CH:19]=[CH:20][C:21]([O:23][CH3:24])=[O:22])=[O:5]. The yield is 0.100.